From a dataset of Peptide-MHC class I binding affinity with 185,985 pairs from IEDB/IMGT. Regression. Given a peptide amino acid sequence and an MHC pseudo amino acid sequence, predict their binding affinity value. This is MHC class I binding data. (1) The peptide sequence is NQMIFVSSI. The MHC is HLA-A02:03 with pseudo-sequence HLA-A02:03. The binding affinity (normalized) is 0.882. (2) The peptide sequence is SPVIVNGAM. The MHC is HLA-A02:01 with pseudo-sequence HLA-A02:01. The binding affinity (normalized) is 0.0847. (3) The peptide sequence is TLKDGDFIL. The MHC is HLA-A80:01 with pseudo-sequence HLA-A80:01. The binding affinity (normalized) is 0.0847. (4) The peptide sequence is GNSPVFNYNK. The binding affinity (normalized) is 0.261. The MHC is HLA-A03:01 with pseudo-sequence HLA-A03:01. (5) The peptide sequence is LMAYANQIHH. The MHC is HLA-A11:01 with pseudo-sequence HLA-A11:01. The binding affinity (normalized) is 0.151. (6) The peptide sequence is TPGPGTRYPL. The MHC is HLA-B45:01 with pseudo-sequence HLA-B45:01. The binding affinity (normalized) is 0.